Dataset: Catalyst prediction with 721,799 reactions and 888 catalyst types from USPTO. Task: Predict which catalyst facilitates the given reaction. (1) Reactant: [F:1][C:2]1[CH:22]=[CH:21][C:5]([CH2:6][C:7]2([OH:20])[CH2:12][CH2:11][N:10](C(OC(C)(C)C)=O)[CH2:9][CH2:8]2)=[CH:4][CH:3]=1.[ClH:23].C(O)C. Product: [ClH:23].[F:1][C:2]1[CH:3]=[CH:4][C:5]([CH2:6][C:7]2([OH:20])[CH2:8][CH2:9][NH:10][CH2:11][CH2:12]2)=[CH:21][CH:22]=1. The catalyst class is: 8. (2) Reactant: [OH-].[Na+].[F:3][C:4]1[C:12]2[C:11]([NH:13][C:14]3[CH:19]=[CH:18][C:17]([N+:20]([O-:22])=[O:21])=[CH:16][C:15]=3[F:23])=[CH:10][CH:9]=[N:8][C:7]=2[N:6](S(C2C=CC(C)=CC=2)(=O)=O)[CH:5]=1.O.C(OCC)(=O)C. The catalyst class is: 8. Product: [F:3][C:4]1[C:12]2[C:11]([NH:13][C:14]3[CH:19]=[CH:18][C:17]([N+:20]([O-:22])=[O:21])=[CH:16][C:15]=3[F:23])=[CH:10][CH:9]=[N:8][C:7]=2[NH:6][CH:5]=1. (3) Reactant: [Cl:1][C:2]1[CH:10]=[C:9]([C:11]([NH:13][CH:14]([C:16]2[NH:20][C:19]3[CH:21]=[CH:22][C:23]([Cl:25])=[CH:24][C:18]=3[N:17]=2)[CH3:15])=[O:12])[CH:8]=[CH:7][C:3]=1[C:4]([OH:6])=O.[O:26]=[C:27]1[CH2:32][CH2:31][NH:30][CH2:29][CH2:28]1.C(N(C(C)C)CC)(C)C.ClCl. Product: [Cl:1][C:2]1[CH:10]=[C:9]([CH:8]=[CH:7][C:3]=1[C:4]([N:30]1[CH2:31][CH2:32][C:27](=[O:26])[CH2:28][CH2:29]1)=[O:6])[C:11]([NH:13][CH:14]([C:16]1[NH:20][C:19]2[CH:21]=[CH:22][C:23]([Cl:25])=[CH:24][C:18]=2[N:17]=1)[CH3:15])=[O:12]. The catalyst class is: 16. (4) Reactant: [CH3:1][N:2]([CH2:11][C:12]([O:14][C:15]([CH3:18])([CH3:17])[CH3:16])=[O:13])[C:3]1[CH:8]=[N:7][CH:6]=[C:5]([C:9]#[N:10])[N:4]=1.[C:19](OC)(=[O:27])[C:20]1[C:21](=[CH:23][CH:24]=[CH:25][CH:26]=1)[SH:22].C(N(CC)CC)C. Product: [CH3:1][N:2]([CH2:11][C:12]([O:14][C:15]([CH3:18])([CH3:17])[CH3:16])=[O:13])[C:3]1[CH:8]=[N:7][CH:6]=[C:5]([C:9]2[S:22][C:21]3[CH:23]=[CH:24][CH:25]=[CH:26][C:20]=3[C:19](=[O:27])[N:10]=2)[N:4]=1. The catalyst class is: 11. (5) Product: [F:19][C:9]1[CH:10]=[CH:11][C:12]([O:14][C:15]([F:17])([F:18])[F:16])=[C:13]2[C:8]=1[N:7]([CH2:20][CH2:21][O:22][CH3:23])[CH:6]=[C:5]2[C:3]([OH:27])=[O:4]. Reactant: FC(F)(F)[C:3]([C:5]1[C:13]2[C:8](=[C:9]([F:19])[CH:10]=[CH:11][C:12]=2[O:14][C:15]([F:18])([F:17])[F:16])[N:7]([CH2:20][CH2:21][O:22][CH3:23])[CH:6]=1)=[O:4].C[OH:27]. The catalyst class is: 74. (6) Reactant: [C:1]([O:5][C:6]([NH:8][C@H:9]1[CH2:23][CH2:22][CH2:21][O:20][CH2:19][CH:18]=[CH:17][C@@H:16]2[CH2:24][C@@:15]2([C:25](O)=[O:26])[NH:14][C:13](=[O:28])[C@@H:12]2[CH2:29][C@@H:30]([O:32][C:33]([N:35]3[CH2:43][C:42]4[C:37](=[CH:38][CH:39]=[CH:40][C:41]=4[F:44])[CH2:36]3)=[O:34])[CH2:31][N:11]2[C:10]1=[O:45])=[O:7])([CH3:4])([CH3:3])[CH3:2].N1(C(N2C=CN=C2)=O)C=CN=C1.[CH:58]1([S:61]([NH2:64])(=[O:63])=[O:62])[CH2:60][CH2:59]1.C1CCN2C(=NCCC2)CC1.S([O-])(O)(=O)=O.[K+]. Product: [F:44][C:41]1[CH:40]=[CH:39][CH:38]=[C:37]2[C:42]=1[CH2:43][N:35]([C:33]([O:32][C@H:30]1[CH2:31][N:11]3[C@H:12]([C:13](=[O:28])[NH:14][C@:15]4([C:25](=[O:26])[NH:64][S:61]([CH:58]5[CH2:60][CH2:59]5)(=[O:63])=[O:62])[CH2:24][C@H:16]4[CH:17]=[CH:18][CH2:19][O:20][CH2:21][CH2:22][CH2:23][C@H:9]([NH:8][C:6]([O:5][C:1]([CH3:3])([CH3:4])[CH3:2])=[O:7])[C:10]3=[O:45])[CH2:29]1)=[O:34])[CH2:36]2. The catalyst class is: 93.